Dataset: Forward reaction prediction with 1.9M reactions from USPTO patents (1976-2016). Task: Predict the product of the given reaction. (1) Given the reactants [O:1]1[CH2:6][CH:5]=[C:4]([C:7]2[N:12]=[C:11]([C:13]([OH:15])=[O:14])[CH:10]=[CH:9][CH:8]=2)[CH2:3][CH2:2]1, predict the reaction product. The product is: [O:1]1[CH2:2][CH2:3][CH:4]([C:7]2[N:12]=[C:11]([C:13]([OH:15])=[O:14])[CH:10]=[CH:9][CH:8]=2)[CH2:5][CH2:6]1. (2) Given the reactants [NH2:1][CH:2]1[CH:11]([CH2:12][C:13]2[CH:18]=[CH:17][C:16]([Cl:19])=[C:15]([Cl:20])[CH:14]=2)[C:10]2[CH:9]=[C:8]([OH:21])[CH:7]=[CH:6][C:5]=2[CH2:4][CH2:3]1.C(N(CC)CC)C.[C:29](=O)([O:35]C(C)(C)C)[O:30][C:31]([CH3:34])([CH3:33])[CH3:32], predict the reaction product. The product is: [Cl:20][C:15]1[CH:14]=[C:13]([CH:18]=[CH:17][C:16]=1[Cl:19])[CH2:12][CH:11]1[C:10]2[C:5](=[CH:6][CH:7]=[C:8]([OH:21])[CH:9]=2)[CH2:4][CH2:3][CH:2]1[NH:1][C:29](=[O:35])[O:30][C:31]([CH3:34])([CH3:33])[CH3:32]. (3) Given the reactants [Cl:1][C:2]1[N:7]=[C:6]([C:8](OC)=[O:9])[CH:5]=[C:4]([CH3:12])[N:3]=1.[BH4-].[Na+], predict the reaction product. The product is: [Cl:1][C:2]1[N:7]=[C:6]([CH2:8][OH:9])[CH:5]=[C:4]([CH3:12])[N:3]=1.